From a dataset of Catalyst prediction with 721,799 reactions and 888 catalyst types from USPTO. Predict which catalyst facilitates the given reaction. (1) Reactant: C=O.[C:3](O)(=O)C.C([BH3-])#N.[Na+].[Cl:11][C:12]1[C:13]([NH:23][C@H:24]2[CH2:29][CH2:28][C@H:27]([NH:30][CH2:31]CC)[CH2:26][CH2:25]2)=[CH:14][C:15]([O:21][CH3:22])=[C:16]([CH:20]=1)[C:17]([NH2:19])=O.C(=O)([O-])O.[Na+]. Product: [Cl:11][C:12]1[C:13]([NH:23][C@H:24]2[CH2:25][CH2:26][C@H:27]([N:30]([CH3:31])[CH3:3])[CH2:28][CH2:29]2)=[CH:14][C:15]([O:21][CH3:22])=[C:16]([CH:20]=1)[C:17]#[N:19]. The catalyst class is: 5. (2) Reactant: [O-]S([C:5]([F:8])(F)F)(=O)=O.F[N+]1C(C)=CC(C)=CC=1C.[Cl:19][C:20]1[CH:21]=[CH:22][C:23]([CH3:53])=[C:24]([N:26]2[C:33](=[O:34])[C:32]3C=[C:30]([C:35]4[CH:40]=[CH:39][CH:38]=[CH:37][C:36]=4[O:41][CH3:42])[N:29]([CH:43]([CH3:45])[CH3:44])[C:28]=3[CH:27]2[C:46]2[CH:51]=[CH:50][C:49]([Cl:52])=[CH:48][CH:47]=2)[CH:25]=1.S([O-])([O-])=O.[Na+].[Na+]. The catalyst class is: 26. Product: [Cl:19][C:20]1[CH:21]=[CH:22][C:23]([CH3:53])=[C:24]([N:26]2[C:33](=[O:34])[C:32]3[C:5]([F:8])=[C:30]([C:35]4[CH:40]=[CH:39][CH:38]=[CH:37][C:36]=4[O:41][CH3:42])[N:29]([CH:43]([CH3:45])[CH3:44])[C:28]=3[CH:27]2[C:46]2[CH:51]=[CH:50][C:49]([Cl:52])=[CH:48][CH:47]=2)[CH:25]=1. (3) Reactant: [NH2:1][C:2]1[N:6]([C:7]2[C:12]([Cl:13])=[CH:11][C:10]([C:14]([F:17])([F:16])[F:15])=[CH:9][C:8]=2[Cl:18])[N:5]=[C:4]([CH:19]=[N:20][OH:21])[C:3]=1[S:22]([CH3:24])=[O:23].[OH:25]O.O. Product: [NH2:1][C:2]1[N:6]([C:7]2[C:12]([Cl:13])=[CH:11][C:10]([C:14]([F:17])([F:16])[F:15])=[CH:9][C:8]=2[Cl:18])[N:5]=[C:4]([CH:19]=[N:20][OH:21])[C:3]=1[S:22]([CH3:24])(=[O:25])=[O:23]. The catalyst class is: 130.